This data is from Catalyst prediction with 721,799 reactions and 888 catalyst types from USPTO. The task is: Predict which catalyst facilitates the given reaction. (1) Reactant: C(O)(=O)C(O)=O.[CH:7]12[CH:12]([C:13]([O:15][CH2:16][CH3:17])=[O:14])[CH:11]1[CH2:10][NH:9][CH2:8]2.C(=O)([O-])[O-].[Na+].[Na+].[CH3:24][C:25]([O:28][C:29](O[C:29]([O:28][C:25]([CH3:27])([CH3:26])[CH3:24])=[O:30])=[O:30])([CH3:27])[CH3:26]. Product: [CH:11]12[CH:12]([C:13]([O:15][CH2:16][CH3:17])=[O:14])[CH:7]1[CH2:8][N:9]([C:29]([O:28][C:25]([CH3:27])([CH3:26])[CH3:24])=[O:30])[CH2:10]2. The catalyst class is: 90. (2) Reactant: [CH3:1][N:2]([CH3:31])[CH2:3][CH2:4][CH2:5][NH:6][C:7]1[N:16]=[C:15]([NH:17][CH:18]2[CH2:23][CH2:22][N:21](C(OC(C)(C)C)=O)[CH2:20][CH2:19]2)[C:14]2[C:9](=[CH:10][CH:11]=[CH:12][CH:13]=2)[N:8]=1.C(O)(C(F)(F)F)=O.N.CO. Product: [CH3:31][N:2]([CH3:1])[CH2:3][CH2:4][CH2:5][NH:6][C:7]1[N:16]=[C:15]([NH:17][CH:18]2[CH2:19][CH2:20][NH:21][CH2:22][CH2:23]2)[C:14]2[C:9](=[CH:10][CH:11]=[CH:12][CH:13]=2)[N:8]=1. The catalyst class is: 2. (3) Reactant: [Cl:1][C:2]1[CH:3]=[CH:4][C:5]2[N:6]([C:8]([C:11]([C:13]3[CH:14]=[C:15]4[C:20](=[CH:21][CH:22]=3)[N:19]=[CH:18][CH:17]=[CH:16]4)=[O:12])=[CH:9][N:10]=2)[N:7]=1.[F:23][C:24]([Si](C)(C)C)([F:26])[F:25].[F-].[K+].Cl. Product: [Cl:1][C:2]1[CH:3]=[CH:4][C:5]2[N:6]([C:8]([C:11]([C:13]3[CH:14]=[C:15]4[C:20](=[CH:21][CH:22]=3)[N:19]=[CH:18][CH:17]=[CH:16]4)([OH:12])[C:24]([F:26])([F:25])[F:23])=[CH:9][N:10]=2)[N:7]=1. The catalyst class is: 3. (4) Reactant: Cl[C:2]1[N:7]=[C:6]([NH:8][C:9]2[CH:13]=[C:12]([CH:14]3[CH2:16][CH2:15]3)[NH:11][N:10]=2)[CH:5]=[CH:4][N:3]=1.[NH2:17][C:18]1[CH:19]=[C:20]([S:24]([NH2:27])(=[O:26])=[O:25])[CH:21]=[CH:22][CH:23]=1.C(O)CCC. Product: [CH:14]1([C:12]2[CH:13]=[C:9]([NH:8][C:6]3[CH:5]=[CH:4][N:3]=[C:2]([NH:17][C:18]4[CH:19]=[C:20]([S:24]([NH2:27])(=[O:25])=[O:26])[CH:21]=[CH:22][CH:23]=4)[N:7]=3)[NH:10][N:11]=2)[CH2:16][CH2:15]1. The catalyst class is: 12. (5) Reactant: [F:1][C:2]1[CH:3]=[C:4]([CH:15]=[CH:16][CH:17]=1)[CH2:5][C:6]1([CH3:14])[NH:11][C:10](=[O:12])[CH2:9][NH:8][C:7]1=[O:13]. Product: [C:10]([N:8]1[CH2:9][C:10](=[O:12])[N:11]([C:7](=[O:13])[CH3:6])[C:6]([CH2:5][C:4]2[CH:15]=[CH:16][CH:17]=[C:2]([F:1])[CH:3]=2)([CH3:14])[C:7]1=[O:13])(=[O:12])[CH3:9]. The catalyst class is: 152. (6) Reactant: [Br:1][C:2]1[CH:10]=[C:9]2[C:5]([CH:6]=[N:7][NH:8]2)=[C:4]([N+:11]([O-:13])=[O:12])[CH:3]=1.[B-](F)(F)(F)[F:15].[B-](F)(F)(F)F.C1[N+]2(CCl)CC[N+](F)(CC2)C1.C(#N)C. Product: [Br:1][C:2]1[CH:10]=[C:9]2[C:5]([C:6]([F:15])=[N:7][NH:8]2)=[C:4]([N+:11]([O-:13])=[O:12])[CH:3]=1.[Br:1][C:2]1[CH:10]=[C:9]2[C:5]([CH:6]=[N:7][NH:8]2)=[C:4]([N+:11]([O-:13])=[O:12])[CH:3]=1. The catalyst class is: 15. (7) Reactant: [N:1]1[CH:6]=[CH:5][C:4]([NH2:7])=[CH:3][C:2]=1[NH2:8].[Br:9][CH2:10][C:11]([C:13]1[CH:18]=[CH:17][C:16]([O:19][CH3:20])=[CH:15][CH:14]=1)=O.C(=O)(O)[O-].[Na+].CO. Product: [BrH:9].[CH3:20][O:19][C:16]1[CH:17]=[CH:18][C:13]([C:11]2[N:8]=[C:2]3[CH:3]=[C:4]([NH2:7])[CH:5]=[CH:6][N:1]3[CH:10]=2)=[CH:14][CH:15]=1. The catalyst class is: 69.